This data is from Catalyst prediction with 721,799 reactions and 888 catalyst types from USPTO. The task is: Predict which catalyst facilitates the given reaction. (1) Reactant: [H-].[Al+3].[Li+].[H-].[H-].[H-].[NH2:7][C:8]1[CH:9]=[C:10]2[C:14](=[CH:15][CH:16]=1)[C:13](=O)[N:12]([CH3:18])[C:11]2([CH3:20])[CH3:19].[OH-].[Na+]. Product: [NH2:7][C:8]1[CH:9]=[C:10]2[C:14](=[CH:15][CH:16]=1)[CH2:13][N:12]([CH3:18])[C:11]2([CH3:20])[CH3:19]. The catalyst class is: 1. (2) Reactant: [BH4-].[Na+].[CH2:3]([N:6]1[C:10]2=[C:11]([N:17]3[CH2:26][CH2:25][C:24]4[C:19](=[CH:20][CH:21]=[CH:22][CH:23]=4)[CH2:18]3)[N:12]=[C:13]([C:15]#[N:16])[CH:14]=[C:9]2[C:8]([CH:27]=[O:28])=[C:7]1[CH3:29])[CH:4]=[CH2:5].O. Product: [CH2:3]([N:6]1[C:10]2=[C:11]([N:17]3[CH2:26][CH2:25][C:24]4[C:19](=[CH:20][CH:21]=[CH:22][CH:23]=4)[CH2:18]3)[N:12]=[C:13]([C:15]#[N:16])[CH:14]=[C:9]2[C:8]([CH2:27][OH:28])=[C:7]1[CH3:29])[CH:4]=[CH2:5]. The catalyst class is: 5.